This data is from hERG Central: cardiac toxicity at 1µM, 10µM, and general inhibition. The task is: Predict hERG channel inhibition at various concentrations. The drug is O=C(COc1ccc(Cl)cc1)N1CCN(c2ccc([N+](=O)[O-])c(N3CCOCC3)c2)CC1. Results: hERG_inhib (hERG inhibition (general)): blocker.